This data is from TCR-epitope binding with 47,182 pairs between 192 epitopes and 23,139 TCRs. The task is: Binary Classification. Given a T-cell receptor sequence (or CDR3 region) and an epitope sequence, predict whether binding occurs between them. (1) The TCR CDR3 sequence is CASSWELAGGTYNEQFF. Result: 1 (the TCR binds to the epitope). The epitope is RIFTIGTVTLK. (2) The epitope is TLIGDCATV. The TCR CDR3 sequence is CASRTSGGRETQYF. Result: 1 (the TCR binds to the epitope). (3) The epitope is FTYASALWEI. The TCR CDR3 sequence is CASSWGGGEQYF. Result: 0 (the TCR does not bind to the epitope). (4) The epitope is LLSAGIFGA. The TCR CDR3 sequence is CASSVNRGSNQPQHF. Result: 0 (the TCR does not bind to the epitope).